This data is from Forward reaction prediction with 1.9M reactions from USPTO patents (1976-2016). The task is: Predict the product of the given reaction. (1) Given the reactants [Cl:1][C:2]1[C:7]([O:8][CH2:9][C:10]([O:12][C:13]([CH3:16])([CH3:15])[CH3:14])=[O:11])=[CH:6][CH:5]=[C:4](I)[N:3]=1.[CH3:18][S:19]([NH2:22])(=[O:21])=[O:20].CN[C@@H]1CCCC[C@H]1NC.C(=O)([O-])[O-].[K+].[K+], predict the reaction product. The product is: [Cl:1][C:2]1[C:7]([O:8][CH2:9][C:10]([O:12][C:13]([CH3:16])([CH3:15])[CH3:14])=[O:11])=[CH:6][CH:5]=[C:4]([NH:22][S:19]([CH3:18])(=[O:21])=[O:20])[N:3]=1. (2) Given the reactants [F:1][C:2]([F:17])([F:16])[CH:3]([C:5]1[CH:10]=[CH:9][C:8]([O:11][C:12]([F:15])([F:14])[F:13])=[CH:7][CH:6]=1)[OH:4].C(N(CC)CC)C.[CH3:25][S:26](Cl)(=[O:28])=[O:27].O, predict the reaction product. The product is: [CH3:25][S:26]([O:4][CH:3]([C:5]1[CH:10]=[CH:9][C:8]([O:11][C:12]([F:13])([F:14])[F:15])=[CH:7][CH:6]=1)[C:2]([F:16])([F:17])[F:1])(=[O:28])=[O:27]. (3) The product is: [NH:1]1[CH2:8][CH2:7][CH2:6][C@H:2]1[C:3]([NH:16][C@H:17]([C:25]([O:27][CH2:28][C:29]1[CH:34]=[CH:33][CH:32]=[CH:31][CH:30]=1)=[O:26])[CH2:18][C:19]1[CH:24]=[CH:23][CH:22]=[CH:21][CH:20]=1)=[O:5]. Given the reactants [N:1]1(C(OC(C)(C)C)=O)[CH2:8][CH2:7][CH2:6][C@H:2]1[C:3]([OH:5])=O.[NH2:16][C@H:17]([C:25]([O:27][CH2:28][C:29]1[CH:34]=[CH:33][CH:32]=[CH:31][CH:30]=1)=[O:26])[CH2:18][C:19]1[CH:24]=[CH:23][CH:22]=[CH:21][CH:20]=1.F[P-](F)(F)(F)(F)F.N1(O[P+](N(C)C)(N(C)C)N(C)C)C2C=CC=CC=2N=N1.CN1CCOCC1.N1(C(OC(C)(C)C)=O)CCC[C@H]1C(N[C@H](C(OCC1C=CC=CC=1)=O)CC1C=CC=CC=1)=O.C(O)(C(F)(F)F)=O.C1(OC)C=CC=CC=1, predict the reaction product. (4) Given the reactants [Cl:1][C:2]1[S:17][C:5]2[N:6]=[CH:7][N:8]=[C:9]([NH:10][CH:11]3[CH2:16][CH2:15][NH:14][CH2:13][CH2:12]3)[C:4]=2[CH:3]=1.Br[CH2:19][C:20]1[CH:21]=[C:22]([CH:27]=[CH:28][CH:29]=1)[C:23]([O:25][CH3:26])=[O:24], predict the reaction product. The product is: [Cl:1][C:2]1[S:17][C:5]2[N:6]=[CH:7][N:8]=[C:9]([NH:10][CH:11]3[CH2:12][CH2:13][N:14]([CH2:19][C:20]4[CH:21]=[C:22]([CH:27]=[CH:28][CH:29]=4)[C:23]([O:25][CH3:26])=[O:24])[CH2:15][CH2:16]3)[C:4]=2[CH:3]=1. (5) Given the reactants [C:1]([O:5][C:6]([N:8]([CH2:27][CH:28]1[CH2:33][CH2:32][CH2:31][CH2:30][CH2:29]1)[C:9]1[CH:10]=[C:11]([C:15](=[O:26])[CH2:16][CH2:17][NH:18][C:19](=[O:25])[O:20][C:21]([CH3:24])([CH3:23])[CH3:22])[CH:12]=[CH:13][CH:14]=1)=[O:7])([CH3:4])([CH3:3])[CH3:2].B(Cl)([C@@H]1[C@@H](C)[C@H]2C(C)(C)[C@H](C2)C1)[C@@H]1[C@@H](C)[C@H]2C(C)(C)[C@H](C2)C1, predict the reaction product. The product is: [C:1]([O:5][C:6]([N:8]([CH2:27][CH:28]1[CH2:29][CH2:30][CH2:31][CH2:32][CH2:33]1)[C:9]1[CH:10]=[C:11]([C@H:15]([OH:26])[CH2:16][CH2:17][NH:18][C:19](=[O:25])[O:20][C:21]([CH3:23])([CH3:24])[CH3:22])[CH:12]=[CH:13][CH:14]=1)=[O:7])([CH3:2])([CH3:3])[CH3:4]. (6) Given the reactants [F:1][C:2]([F:18])([F:17])[C:3]1[CH:8]=[CH:7][C:6]([O:9][C:10]([CH2:15][F:16])([C:13]#[CH:14])[CH2:11][F:12])=[CH:5][CH:4]=1.C([Li])CCC.[C:24]([CH2:26][CH2:27][N:28]=[C:29]=[O:30])#[N:25].[Cl-].[NH4+], predict the reaction product. The product is: [C:24]([CH2:26][CH2:27][NH:28][C:29](=[O:30])[C:14]#[C:13][C:10]([CH2:11][F:12])([O:9][C:6]1[CH:7]=[CH:8][C:3]([C:2]([F:17])([F:18])[F:1])=[CH:4][CH:5]=1)[CH2:15][F:16])#[N:25].